From a dataset of Peptide-MHC class II binding affinity with 134,281 pairs from IEDB. Regression. Given a peptide amino acid sequence and an MHC pseudo amino acid sequence, predict their binding affinity value. This is MHC class II binding data. (1) The peptide sequence is VDVVLEHGGCVTTMA. The MHC is DRB4_0101 with pseudo-sequence DRB4_0103. The binding affinity (normalized) is 0.223. (2) The peptide sequence is VTVDSIGMLPRF. The MHC is DRB1_0401 with pseudo-sequence DRB1_0401. The binding affinity (normalized) is 0.217. (3) The peptide sequence is PALLALLALPALLLL. The MHC is DRB1_0401 with pseudo-sequence DRB1_0401. The binding affinity (normalized) is 0.383. (4) The peptide sequence is VAPEEHPVLLTEAPLNPKA. The MHC is DRB1_0401 with pseudo-sequence DRB1_0401. The binding affinity (normalized) is 0. (5) The peptide sequence is SGARSNVTFTVNQTS. The MHC is HLA-DQA10102-DQB10501 with pseudo-sequence HLA-DQA10102-DQB10501. The binding affinity (normalized) is 0.564. (6) The peptide sequence is GELQIIDKIDAAFKI. The MHC is DRB5_0101 with pseudo-sequence DRB5_0101. The binding affinity (normalized) is 0.790. (7) The peptide sequence is TSLLISWGHYPLHLR. The MHC is DRB3_0202 with pseudo-sequence DRB3_0202. The binding affinity (normalized) is 0.324. (8) The peptide sequence is DYSYQQDSDPDSFQD. The MHC is DRB1_0401 with pseudo-sequence DRB1_0401. The binding affinity (normalized) is 0.363.